From a dataset of Forward reaction prediction with 1.9M reactions from USPTO patents (1976-2016). Predict the product of the given reaction. (1) Given the reactants [N:1]([C:4]1[CH:9]=[C:8]([NH:10][C:11](=[O:21])[C:12]2[C:17]([Cl:18])=[CH:16][C:15]([Cl:19])=[CH:14][C:13]=2[Cl:20])[CH:7]=[CH:6][N:5]=1)=[N+]=[N-], predict the reaction product. The product is: [NH2:1][C:4]1[CH:9]=[C:8]([NH:10][C:11](=[O:21])[C:12]2[C:13]([Cl:20])=[CH:14][C:15]([Cl:19])=[CH:16][C:17]=2[Cl:18])[CH:7]=[CH:6][N:5]=1. (2) Given the reactants [Cl:1][C:2]1[CH:12]=[C:11]([CH2:13][CH2:14][C:15]([N:17]2[CH2:38][CH2:37][C:20]3([NH:24]/[C:23](=[N:25]/[C:26]([C:28]4[C:33]([NH2:34])=[N:32][C:31]([NH2:35])=[C:30]([Cl:36])[N:29]=4)=[O:27])/[NH:22][CH2:21]3)[CH2:19][CH2:18]2)=[O:16])[CH:10]=[CH:9][C:3]=1[O:4][CH2:5][C:6]([OH:8])=[O:7].O[CH2:40][C:41]([N:43]1[CH2:47][CH2:46][CH2:45][CH:44]1[C:48](F)(F)F)=[O:42].OCCN1CCCCC1=O, predict the reaction product. The product is: [O:42]=[C:41]1[CH2:40][CH2:45][CH2:46][CH2:47][N:43]1[CH2:44][CH2:48][O:7][C:6](=[O:8])[CH2:5][O:4][C:3]1[CH:9]=[CH:10][C:11]([CH2:13][CH2:14][C:15]([N:17]2[CH2:18][CH2:19][C:20]3([NH:24]/[C:23](=[N:25]/[C:26]([C:28]4[C:33]([NH2:34])=[N:32][C:31]([NH2:35])=[C:30]([Cl:36])[N:29]=4)=[O:27])/[NH:22][CH2:21]3)[CH2:37][CH2:38]2)=[O:16])=[CH:12][C:2]=1[Cl:1]. (3) Given the reactants [OH:1][C@H:2]1[CH2:7][CH2:6][N:5]([C:8]([O:10][C:11]([CH3:14])([CH3:13])[CH3:12])=[O:9])[C@H:4]([CH3:15])[CH2:3]1.CC(C)([O-])C.[K+].F[C:23]1[CH:30]=[CH:29][C:28]([C:31]2[N:36]=[C:35]([NH:37][C:38]3[CH:43]=[CH:42][C:41]([N:44]4[CH2:49][CH2:48][N:47]([CH:50]5[CH2:53][O:52][CH2:51]5)[CH2:46][CH2:45]4)=[CH:40][CH:39]=3)[N:34]=[CH:33][N:32]=2)=[CH:27][C:24]=1[C:25]#[N:26], predict the reaction product. The product is: [C:25]([C:24]1[CH:27]=[C:28]([C:31]2[N:36]=[C:35]([NH:37][C:38]3[CH:39]=[CH:40][C:41]([N:44]4[CH2:49][CH2:48][N:47]([CH:50]5[CH2:51][O:52][CH2:53]5)[CH2:46][CH2:45]4)=[CH:42][CH:43]=3)[N:34]=[CH:33][N:32]=2)[CH:29]=[CH:30][C:23]=1[O:1][C@H:2]1[CH2:7][CH2:6][N:5]([C:8]([O:10][C:11]([CH3:14])([CH3:13])[CH3:12])=[O:9])[C@H:4]([CH3:15])[CH2:3]1)#[N:26]. (4) Given the reactants [Br:1]Br.[CH2:3]([C:10]1[N:15]=[C:14]([OH:16])[CH:13]=[CH:12][CH:11]=1)[C:4]1[CH:9]=[CH:8][CH:7]=[CH:6][CH:5]=1.S(=O)(=O)(O)[O-].[Na+], predict the reaction product. The product is: [CH2:3]([C:10]1[N:15]=[C:14]([OH:16])[C:13]([Br:1])=[CH:12][CH:11]=1)[C:4]1[CH:9]=[CH:8][CH:7]=[CH:6][CH:5]=1. (5) Given the reactants [Cl:1][C:2]1[CH:7]=[CH:6][C:5]([NH:8][C:9]2[N:14]=[C:13](Cl)[N:12]=[C:11]([Cl:16])[N:10]=2)=[CH:4][CH:3]=1.C(=O)([O-])[O-].[K+].[K+].[NH2:23]C1C=CC=CC=1.C(OCC)(=O)C.[C:36]1(C)[CH:41]=[CH:40][CH:39]=[CH:38][CH:37]=1, predict the reaction product. The product is: [Cl:16][C:11]1[N:10]=[C:9]([N:8]([C:5]2[CH:4]=[CH:3][C:2]([Cl:1])=[CH:7][CH:6]=2)[C:36]2[CH:41]=[CH:40][CH:39]=[CH:38][CH:37]=2)[N:14]=[C:13]([NH2:23])[N:12]=1.